From a dataset of Ames mutagenicity test results for genotoxicity prediction. Regression/Classification. Given a drug SMILES string, predict its toxicity properties. Task type varies by dataset: regression for continuous values (e.g., LD50, hERG inhibition percentage) or binary classification for toxic/non-toxic outcomes (e.g., AMES mutagenicity, cardiotoxicity, hepatotoxicity). Dataset: ames. (1) The molecule is CC(Cl)(Cl)[N+](=O)[O-]. The result is 1 (mutagenic). (2) The molecule is Cc1ccc(N=Nc2c(O)ccc3ccccc23)cc1. The result is 0 (non-mutagenic).